From a dataset of Forward reaction prediction with 1.9M reactions from USPTO patents (1976-2016). Predict the product of the given reaction. (1) Given the reactants [Br:1][C:2]1[CH:3]=[C:4]([CH:8]=[C:9]([Br:23])[C:10]=1[O:11][C:12]1[CH:17]=[CH:16][C:15]([O:18]C)=[C:14]([CH:20]([CH3:22])[CH3:21])[CH:13]=1)[C:5]([OH:7])=O.[N+:24]([C:27]1[CH:32]=[CH:31][C:30]([S:33]([NH2:36])(=[O:35])=[O:34])=[CH:29][CH:28]=1)([O-:26])=[O:25], predict the reaction product. The product is: [Br:23][C:9]1[CH:8]=[C:4]([CH:3]=[C:2]([Br:1])[C:10]=1[O:11][C:12]1[CH:17]=[CH:16][C:15]([OH:18])=[C:14]([CH:20]([CH3:22])[CH3:21])[CH:13]=1)[C:5]([C:31]1[CH:32]=[C:27]([N+:24]([O-:26])=[O:25])[CH:28]=[CH:29][C:30]=1[S:33]([NH2:36])(=[O:34])=[O:35])=[O:7]. (2) Given the reactants [CH2:1]([N:8]1[C:12]([NH2:13])=[CH:11][CH:10]=[N:9]1)[C:2]1[CH:7]=[CH:6][CH:5]=[CH:4][CH:3]=1.[O:14]1[C:18]2([CH2:23][CH2:22][C:21](=O)[CH2:20][CH2:19]2)[O:17][CH2:16][CH2:15]1.C(O[BH-](OC(=O)C)OC(=O)C)(=O)C.[Na+], predict the reaction product. The product is: [CH2:1]([N:8]1[C:12]([NH:13][CH:21]2[CH2:22][CH2:23][C:18]3([O:17][CH2:16][CH2:15][O:14]3)[CH2:19][CH2:20]2)=[CH:11][CH:10]=[N:9]1)[C:2]1[CH:3]=[CH:4][CH:5]=[CH:6][CH:7]=1. (3) Given the reactants [C:1]([N:5]1[CH2:10][CH2:9][NH:8][CH2:7][CH2:6]1)([CH3:4])([CH3:3])[CH3:2].[C:11]([C:13]1[CH:18]=[CH:17][C:16]([C:19]2[CH:20]=[N:21][N:22]([C:25]3[CH:33]=[CH:32][C:28]([C:29](O)=[O:30])=[CH:27][N:26]=3)[C:23]=2[OH:24])=[C:15]([CH3:34])[CH:14]=1)#[N:12].C(O)=O, predict the reaction product. The product is: [C:1]([N:5]1[CH2:10][CH2:9][N:8]([C:29]([C:28]2[CH:32]=[CH:33][C:25]([N:22]3[C:23]([OH:24])=[C:19]([C:16]4[CH:17]=[CH:18][C:13]([C:11]#[N:12])=[CH:14][C:15]=4[CH3:34])[CH:20]=[N:21]3)=[N:26][CH:27]=2)=[O:30])[CH2:7][CH2:6]1)([CH3:4])([CH3:3])[CH3:2]. (4) Given the reactants COC1C=CC(C[N:8]2[CH2:11][C:10]3([CH2:15][CH2:14][CH2:13][N:12]3[C:16]([O:18][CH2:19][C:20]3[CH:25]=[CH:24][CH:23]=[CH:22][CH:21]=3)=[O:17])[C:9]2=[O:26])=CC=1.O=[N+]([O-])[O-].[O-][N+](=O)[O-].[O-][N+](=O)[O-].[O-][N+](=O)[O-].[O-][N+](=O)[O-].[O-][N+](=O)[O-].[Ce+4].[NH4+].[NH4+], predict the reaction product. The product is: [O:26]=[C:9]1[C:10]2([CH2:15][CH2:14][CH2:13][N:12]2[C:16]([O:18][CH2:19][C:20]2[CH:25]=[CH:24][CH:23]=[CH:22][CH:21]=2)=[O:17])[CH2:11][NH:8]1.